This data is from Full USPTO retrosynthesis dataset with 1.9M reactions from patents (1976-2016). The task is: Predict the reactants needed to synthesize the given product. (1) Given the product [Cl:10][C:11]1[C:16]([C:2]2[CH:7]=[CH:6][N:5]=[C:4]([O:8][CH3:9])[CH:3]=2)=[CH:15][CH:14]=[CH:13][N:12]=1, predict the reactants needed to synthesize it. The reactants are: I[C:2]1[CH:7]=[CH:6][N:5]=[C:4]([O:8][CH3:9])[CH:3]=1.[Cl:10][C:11]1[C:16](B(O)O)=[CH:15][CH:14]=[CH:13][N:12]=1.C([O-])([O-])=O.[Na+].[Na+].P(C(C)(C)C)(C(C)(C)C)C(C)(C)C.[H+].[B-](F)(F)(F)F. (2) Given the product [Br:40][C:39]1[C:34]([C:20]2[CH:21]=[CH:22][C:17]([C:16]([NH:15][C:10]3[CH:11]=[CH:12][CH:13]=[CH:14][C:9]=3[NH:8][C:6](=[O:7])[O:5][C:1]([CH3:3])([CH3:2])[CH3:4])=[O:32])=[CH:18][CH:19]=2)=[N:35][CH:36]=[CH:37][CH:38]=1, predict the reactants needed to synthesize it. The reactants are: [C:1]([O:5][C:6]([NH:8][C:9]1[CH:14]=[CH:13][CH:12]=[CH:11][C:10]=1[NH:15][C:16](=[O:32])[C:17]1[CH:22]=[CH:21][C:20](B2OC(C)(C)C(C)(C)O2)=[CH:19][CH:18]=1)=[O:7])([CH3:4])([CH3:3])[CH3:2].Br[C:34]1[C:39]([Br:40])=[CH:38][CH:37]=[CH:36][N:35]=1. (3) Given the product [C:27]([O:31][C:32](=[O:47])[NH:33][C@@H:34]1[C@@H:38]([C:39]2[CH:44]=[C:43]([F:45])[CH:42]=[CH:41][C:40]=2[F:46])[CH2:37][N:36]([C:2]2[CH:7]=[C:6]([O:8][CH2:9][CH2:10][C@H:11]([CH:13]3[CH2:18][CH2:17][N:16]([C:19]4[O:23][N:22]=[C:21]([CH:24]([CH3:26])[CH3:25])[N:20]=4)[CH2:15][CH2:14]3)[CH3:12])[N:5]=[CH:4][N:3]=2)[CH2:35]1)([CH3:30])([CH3:28])[CH3:29], predict the reactants needed to synthesize it. The reactants are: Cl[C:2]1[CH:7]=[C:6]([O:8][CH2:9][CH2:10][C@H:11]([CH:13]2[CH2:18][CH2:17][N:16]([C:19]3[O:23][N:22]=[C:21]([CH:24]([CH3:26])[CH3:25])[N:20]=3)[CH2:15][CH2:14]2)[CH3:12])[N:5]=[CH:4][N:3]=1.[C:27]([O:31][C:32](=[O:47])[NH:33][C@@H:34]1[C@@H:38]([C:39]2[CH:44]=[C:43]([F:45])[CH:42]=[CH:41][C:40]=2[F:46])[CH2:37][NH:36][CH2:35]1)([CH3:30])([CH3:29])[CH3:28].C(N(CC)CC)C. (4) The reactants are: C[O:2][C:3](=[O:34])[CH2:4][C:5]1[CH:10]=[C:9]([S:11]([C:14]2[S:15][C:16]([CH3:30])=[C:17]([C:19]3[CH:24]=[CH:23][C:22]([O:25][C:26]([F:29])([F:28])[F:27])=[CH:21][CH:20]=3)[CH:18]=2)(=[O:13])=[O:12])[CH:8]=[C:7]([O:31][CH2:32][CH3:33])[CH:6]=1.Cl. Given the product [CH2:32]([O:31][C:7]1[CH:6]=[C:5]([CH2:4][C:3]([OH:34])=[O:2])[CH:10]=[C:9]([S:11]([C:14]2[S:15][C:16]([CH3:30])=[C:17]([C:19]3[CH:20]=[CH:21][C:22]([O:25][C:26]([F:27])([F:28])[F:29])=[CH:23][CH:24]=3)[CH:18]=2)(=[O:12])=[O:13])[CH:8]=1)[CH3:33], predict the reactants needed to synthesize it. (5) Given the product [Br:19][C:3]1[CH:4]=[C:5]2[C:10](=[CH:11][C:2]=1[CH3:1])[N:9]=[CH:8][NH:7][C:6]2=[O:12], predict the reactants needed to synthesize it. The reactants are: [CH3:1][C:2]1[CH:11]=[C:10]2[C:5]([C:6](=[O:12])[NH:7][CH:8]=[N:9]2)=[CH:4][CH:3]=1.CO.C(O)(=O)C.[Br:19]Br. (6) Given the product [CH2:11]([NH:14][CH2:7][CH:6]([OH:8])[C:5]1[CH:9]=[CH:10][C:2]([CH3:1])=[CH:3][CH:4]=1)[CH2:12][CH3:13], predict the reactants needed to synthesize it. The reactants are: [CH3:1][C:2]1[CH:10]=[CH:9][C:5]([CH:6]2[O:8][CH2:7]2)=[CH:4][CH:3]=1.[CH2:11]([NH2:14])[CH2:12][CH3:13].